Predict the product of the given reaction. From a dataset of Forward reaction prediction with 1.9M reactions from USPTO patents (1976-2016). (1) Given the reactants Br[C:2]1[CH:9]=[CH:8][C:5]([C:6]#[N:7])=[CH:4][CH:3]=1.[F:10][C:11]1[N:16]=[CH:15][C:14](B(O)O)=[CH:13][CH:12]=1.C(=O)([O-])[O-].[K+].[K+].O, predict the reaction product. The product is: [F:10][C:11]1[N:16]=[CH:15][C:14]([C:2]2[CH:9]=[CH:8][C:5]([C:6]#[N:7])=[CH:4][CH:3]=2)=[CH:13][CH:12]=1. (2) Given the reactants C[Si](C)(C)[N-][Si](C)(C)C.[Li+].[C:11]([N:17]1[C@H:21]([CH2:22][C:23]2[CH:28]=[CH:27][CH:26]=[CH:25][CH:24]=2)[CH2:20][O:19][C:18]1=[O:29])(=[O:16])[CH2:12][CH:13]([CH3:15])[CH3:14].[C:30]([C:34]1[CH:41]=[CH:40][C:37]([CH2:38]Br)=[CH:36][CH:35]=1)([CH3:33])([CH3:32])[CH3:31].[Cl-].[NH4+], predict the reaction product. The product is: [CH:13]([C@@H:12]([CH2:38][C:37]1[CH:40]=[CH:41][C:34]([C:30]([CH3:33])([CH3:32])[CH3:31])=[CH:35][CH:36]=1)[C:11]([N:17]1[C@H:21]([CH2:22][C:23]2[CH:28]=[CH:27][CH:26]=[CH:25][CH:24]=2)[CH2:20][O:19][C:18]1=[O:29])=[O:16])([CH3:15])[CH3:14]. (3) Given the reactants [N:1]1([CH2:6][C:7]2[N:11]3[CH2:12][CH2:13][O:14][C:15]4[CH:20]=[CH:19][C:18](Br)=[CH:17][C:16]=4[C:10]3=[N:9][C:8]=2[C:22]([NH2:24])=[O:23])[CH:5]=[CH:4][CH:3]=[N:2]1.BrC1C=CC2OCCN3C(CN4C=CN=C4C)=C(C(N)=O)N=C3C=2C=1.N1C=CC=N1.[CH3:55][C:56]([OH:60])([C:58]#[CH:59])[CH3:57], predict the reaction product. The product is: [N:1]1([CH2:6][C:7]2[N:11]3[CH2:12][CH2:13][O:14][C:15]4[CH:20]=[CH:19][C:18]([C:59]#[C:58][C:56]([OH:60])([CH3:57])[CH3:55])=[CH:17][C:16]=4[C:10]3=[N:9][C:8]=2[C:22]([NH2:24])=[O:23])[CH:5]=[CH:4][CH:3]=[N:2]1. (4) Given the reactants [H-].[Al+3].[Li+].[H-].[H-].[H-].[CH:7]([C:10]1[CH:15]=[CH:14][C:13]([S:16]([NH:19][C:20]2[CH:34]=[CH:33][C:23]3[NH:24][C:25]([CH2:27][NH:28][C:29](=O)[CH2:30][CH3:31])=[N:26][C:22]=3[CH:21]=2)(=[O:18])=[O:17])=[CH:12][CH:11]=1)([CH3:9])[CH3:8].O, predict the reaction product. The product is: [CH:7]([C:10]1[CH:11]=[CH:12][C:13]([S:16]([NH:19][C:20]2[CH:34]=[CH:33][C:23]3[NH:24][C:25]([CH2:27][NH:28][CH2:29][CH2:30][CH3:31])=[N:26][C:22]=3[CH:21]=2)(=[O:17])=[O:18])=[CH:14][CH:15]=1)([CH3:8])[CH3:9]. (5) Given the reactants [C:1]([C:3]1[CH:4]=[C:5]([C:9]2[N:13]([CH3:14])[N:12]=[C:11]([CH2:15][CH2:16][CH3:17])[N:10]=2)[CH:6]=[CH:7][CH:8]=1)#[CH:2].I[C:19]1[CH:42]=[CH:41][C:22]([CH2:23][CH2:24][C:25]2[CH:30]=[CH:29][N:28]=[C:27]([C:31]3[CH:36]=[CH:35][C:34]([C:37]([F:40])([F:39])[F:38])=[CH:33][CH:32]=3)[CH:26]=2)=[CH:21][CH:20]=1.CCN(CC)CC, predict the reaction product. The product is: [CH3:14][N:13]1[C:9]([C:5]2[CH:4]=[C:3]([C:1]#[C:2][C:19]3[CH:42]=[CH:41][C:22]([CH2:23][CH2:24][C:25]4[CH:30]=[CH:29][N:28]=[C:27]([C:31]5[CH:36]=[CH:35][C:34]([C:37]([F:38])([F:40])[F:39])=[CH:33][CH:32]=5)[CH:26]=4)=[CH:21][CH:20]=3)[CH:8]=[CH:7][CH:6]=2)=[N:10][C:11]([CH2:15][CH2:16][CH3:17])=[N:12]1. (6) Given the reactants [NH2:1][C:2]1[CH:7]=[CH:6][CH:5]=[CH:4][C:3]=1[C:8](=[O:19])[CH:9]=[CH:10][C:11]1[CH:18]=[CH:17][C:14]([C:15]#[N:16])=[CH:13][CH:12]=1.C(O)(=O)C.P(=O)(O)(O)O, predict the reaction product. The product is: [O:19]=[C:8]1[C:3]2[C:2](=[CH:7][CH:6]=[CH:5][CH:4]=2)[NH:1][CH:10]([C:11]2[CH:12]=[CH:13][C:14]([C:15]#[N:16])=[CH:17][CH:18]=2)[CH2:9]1. (7) Given the reactants [Br:1][C:2]1[S:6][C:5]([C:7]([OH:9])=O)=[CH:4][CH:3]=1.[NH:10]=[C:11]1[N:15]([CH:16]2[CH2:21][CH2:20][CH2:19][N:18]([C:22]([O:24][C:25]([CH3:28])([CH3:27])[CH3:26])=[O:23])[CH2:17]2)[C:14]2[CH:29]=[CH:30][CH:31]=[CH:32][C:13]=2[NH:12]1.CCN(C(C)C)C(C)C.C(P1(=O)OP(CCC)(=O)OP(CCC)(=O)O1)CC, predict the reaction product. The product is: [Br:1][C:2]1[S:6][C:5]([C:7]([NH:10][C:11]2[N:15]([CH:16]3[CH2:21][CH2:20][CH2:19][N:18]([C:22]([O:24][C:25]([CH3:26])([CH3:27])[CH3:28])=[O:23])[CH2:17]3)[C:14]3[CH:29]=[CH:30][CH:31]=[CH:32][C:13]=3[N:12]=2)=[O:9])=[CH:4][CH:3]=1. (8) Given the reactants [NH2:1][C:2]1[CH:15]=[CH:14][C:13]([F:16])=[CH:12][C:3]=1[C:4]([NH:6][C@H:7]([CH3:11])[C:8](O)=[O:9])=[O:5].O.OC1C2N=NNC=2C=CC=1.Cl.C(N=C=NCCCN(C)C)C.O, predict the reaction product. The product is: [F:16][C:13]1[CH:14]=[CH:15][C:2]2[NH:1][C:8](=[O:9])[C@@H:7]([CH3:11])[NH:6][C:4](=[O:5])[C:3]=2[CH:12]=1. (9) Given the reactants [C:1]([O:5][C:6]([NH:8][C@H:9]1[CH2:14][CH2:13][CH2:12][N:11]([C:15]([O:17][CH2:18][C:19]2[CH:24]=[CH:23][CH:22]=[CH:21][CH:20]=2)=[O:16])[CH2:10]1)=[O:7])([CH3:4])([CH3:3])[CH3:2].[H-].[Na+].[CH2:27](Br)[CH3:28].O, predict the reaction product. The product is: [C:1]([O:5][C:6]([N:8]([CH2:27][CH3:28])[C@H:9]1[CH2:14][CH2:13][CH2:12][N:11]([C:15]([O:17][CH2:18][C:19]2[CH:24]=[CH:23][CH:22]=[CH:21][CH:20]=2)=[O:16])[CH2:10]1)=[O:7])([CH3:4])([CH3:2])[CH3:3].